From a dataset of CYP2C9 inhibition data for predicting drug metabolism from PubChem BioAssay. Regression/Classification. Given a drug SMILES string, predict its absorption, distribution, metabolism, or excretion properties. Task type varies by dataset: regression for continuous measurements (e.g., permeability, clearance, half-life) or binary classification for categorical outcomes (e.g., BBB penetration, CYP inhibition). Dataset: cyp2c9_veith. (1) The drug is CCN1CCC(O)([C@H](C(=O)O)c2ccccc2)CC1. The result is 0 (non-inhibitor). (2) The molecule is Cc1ccc(C)c(C(=N)c2ccccc2Cc2ccccc2)c1. The result is 0 (non-inhibitor). (3) The compound is CC(=O)c1sc(N)c(C(=O)OC(C)C)c1C. The result is 1 (inhibitor). (4) The compound is O=C(CCCc1ccccc1)N1CCN(c2ccc([N+](=O)[O-])cc2)CC1. The result is 0 (non-inhibitor). (5) The drug is Cc1cccc(Oc2ncc(-c3ccc(Cl)cc3)cn2)c1C. The result is 0 (non-inhibitor). (6) The drug is O=C1C=C[C@@H](O)[C@@H]2[C@@H]1CC[C@H]1C(=O)N(C[C@@H]3CCCO3)C(=O)[C@H]12. The result is 0 (non-inhibitor).